Dataset: Full USPTO retrosynthesis dataset with 1.9M reactions from patents (1976-2016). Task: Predict the reactants needed to synthesize the given product. (1) Given the product [C:1]1([CH2:7][O:8][C:9]2[CH:14]=[CH:13][CH:12]=[CH:11][C:10]=2[C:15]2[CH:19]=[CH:18][S:17][C:16]=2[C:20]2[CH:21]=[CH:22][C:23]([CH:26]([OH:27])[CH3:28])=[CH:24][CH:25]=2)[CH:2]=[CH:3][CH:4]=[CH:5][CH:6]=1, predict the reactants needed to synthesize it. The reactants are: [C:1]1([CH2:7][O:8][C:9]2[CH:14]=[CH:13][CH:12]=[CH:11][C:10]=2[C:15]2[CH:19]=[CH:18][S:17][C:16]=2[C:20]2[CH:25]=[CH:24][C:23]([CH2:26][OH:27])=[CH:22][CH:21]=2)[CH:6]=[CH:5][CH:4]=[CH:3][CH:2]=1.[CH3:28][Mg+].[Br-]. (2) Given the product [CH3:12][O:13][C:14]1[CH:19]=[CH:18][C:17]([CH2:20][NH:21][C:2]2[CH:3]=[CH:4][C:5]3[N:6]([C:8]([CH3:11])=[CH:9][N:10]=3)[N:7]=2)=[CH:16][CH:15]=1, predict the reactants needed to synthesize it. The reactants are: Cl[C:2]1[CH:3]=[CH:4][C:5]2[N:6]([C:8]([CH3:11])=[CH:9][N:10]=2)[N:7]=1.[CH3:12][O:13][C:14]1[CH:19]=[CH:18][C:17]([CH2:20][NH2:21])=[CH:16][CH:15]=1. (3) Given the product [O:1]1[C:5]2[C:6]([CH2:10][OH:11])=[CH:7][CH:8]=[CH:9][C:4]=2[CH2:3][CH2:2]1, predict the reactants needed to synthesize it. The reactants are: [O:1]1[C:5]2[C:6]([CH:10]=[O:11])=[CH:7][CH:8]=[CH:9][C:4]=2[CH2:3][CH2:2]1.[BH4-].[Na+].[Cl-].[NH4+]. (4) Given the product [O:1]1[C:5]2([CH2:10][CH2:9][CH:8]([C:11]3[CH:12]=[CH:13][C:14]([C:15]([O:17][CH3:18])=[O:16])=[CH:19][CH:20]=3)[CH2:7][CH2:6]2)[O:4][CH2:3][CH2:2]1, predict the reactants needed to synthesize it. The reactants are: [O:1]1[C:5]2([CH2:10][CH2:9][C:8]([C:11]3[CH:20]=[CH:19][C:14]([C:15]([O:17][CH3:18])=[O:16])=[CH:13][CH:12]=3)=[CH:7][CH2:6]2)[O:4][CH2:3][CH2:2]1.OCC1(OC[C@@H](O)[C@@H](O)[C@H]1O)O.